Dataset: Forward reaction prediction with 1.9M reactions from USPTO patents (1976-2016). Task: Predict the product of the given reaction. (1) Given the reactants [N+:1]([C:4]1[CH:9]=[CH:8][C:7]([CH:10]2[CH2:15][CH2:14][N:13]([C:16]([O:18][C:19]([CH3:22])([CH3:21])[CH3:20])=[O:17])[CH2:12][CH2:11]2)=[CH:6][CH:5]=1)([O-])=O, predict the reaction product. The product is: [NH2:1][C:4]1[CH:9]=[CH:8][C:7]([CH:10]2[CH2:11][CH2:12][N:13]([C:16]([O:18][C:19]([CH3:22])([CH3:21])[CH3:20])=[O:17])[CH2:14][CH2:15]2)=[CH:6][CH:5]=1. (2) The product is: [C:25]1([C:17]2[C:16]3[C:21](=[CH:22][C:13]([CH2:12][NH:1][C:2]4[O:6][C:5]([C:7](=[O:10])[CH2:8][CH3:9])=[N:4][N:3]=4)=[CH:14][CH:15]=3)[N:20]=[C:19]([C:23]#[N:24])[CH:18]=2)[CH:26]=[CH:27][CH:28]=[CH:29][CH:30]=1. Given the reactants [NH2:1][C:2]1[O:6][C:5]([C:7](=[O:10])[CH2:8][CH3:9])=[N:4][N:3]=1.Br[CH2:12][C:13]1[CH:22]=[C:21]2[C:16]([C:17]([C:25]3[CH:30]=[CH:29][CH:28]=[CH:27][CH:26]=3)=[CH:18][C:19]([C:23]#[N:24])=[N:20]2)=[CH:15][CH:14]=1.C(N(CC)C(C)C)(C)C, predict the reaction product. (3) The product is: [CH3:76][N:66]([C:52]1[CH:53]=[C:54]([O:58][CH2:59][CH2:60][CH2:61][S:27]([CH3:30])(=[O:28])=[O:29])[CH:55]=[C:56]2[C:51]=1[NH:50][C:49]([C:47]1[S:43][CH:44]([CH2:77][N:78]3[CH2:79][CH2:80][N:81]([S:84]([CH3:87])(=[O:85])=[O:86])[CH2:82][CH2:83]3)[CH2:45][N:46]=1)=[CH:57]2)[S:67]([C:70]1[CH:75]=[CH:74][CH:73]=[CH:72][N:71]=1)(=[O:68])=[O:69]. Given the reactants C1(P(=O)(C2C=CC=CC=2)C2C=CC=CC=2)C=CC=CC=1.F[C:30](F)(F)[S:27](O[S:27]([C:30](F)(F)F)(=[O:29])=[O:28])(=[O:29])=[O:28].C([S:43][CH:44]([CH2:77][N:78]1[CH2:83][CH2:82][N:81]([S:84]([CH3:87])(=[O:86])=[O:85])[CH2:80][CH2:79]1)[CH2:45][NH:46][C:47]([C:49]1[NH:50][C:51]2[C:56]([CH:57]=1)=[CH:55][C:54]([O:58][CH2:59][CH2:60][CH2:61]S(C)(=O)=O)=[CH:53][C:52]=2[N:66]([CH3:76])[S:67]([C:70]1[CH:75]=[CH:74][CH:73]=[CH:72][N:71]=1)(=[O:69])=[O:68])=O)C1C=CC=CC=1, predict the reaction product. (4) Given the reactants CC(OC([N:8]1[CH2:13][CH2:12][CH:11]([CH2:14][C:15]2[CH:16]=[C:17]([CH:21]=[CH:22][CH:23]=2)[C:18]([OH:20])=O)[CH2:10][CH2:9]1)=O)(C)C.[NH2:24][CH2:25][C:26]1[S:30][C:29]([C:31]2[CH:32]=[C:33]([CH2:37][N:38]3[CH2:43][CH2:42][N:41](C(OC(C)(C)C)=O)[C@@H:40]([CH3:51])[CH2:39]3)[CH:34]=[CH:35][CH:36]=2)=[CH:28][CH:27]=1.C(Cl)CCl.C1C=CC2N(O)N=NC=2C=1.C([O-])([O-])=O.[Na+].[Na+].C(O)(C(F)(F)F)=O, predict the reaction product. The product is: [CH3:51][C@@H:40]1[NH:41][CH2:42][CH2:43][N:38]([CH2:37][C:33]2[CH:32]=[C:31]([C:29]3[S:30][C:26]([CH2:25][NH:24][C:18](=[O:20])[C:17]4[CH:21]=[CH:22][CH:23]=[C:15]([CH2:14][CH:11]5[CH2:10][CH2:9][NH:8][CH2:13][CH2:12]5)[CH:16]=4)=[CH:27][CH:28]=3)[CH:36]=[CH:35][CH:34]=2)[CH2:39]1. (5) Given the reactants [CH:1]1([NH:4][C:5]([NH:7][C:8]2[CH:13]=[CH:12][C:11]([C:14]3[N:15]=[C:16]([N:23]4[CH2:28][CH2:27][O:26][CH2:25][C@@H:24]4[CH3:29])[C:17]4[CH2:22][NH:21][CH2:20][C:18]=4[N:19]=3)=[CH:10][CH:9]=2)=[O:6])[CH2:3][CH2:2]1.CCN(C(C)C)C(C)C.[CH:39]1([C:42](O)=[O:43])[CH2:41][CH2:40]1.C(Cl)CCl.C1C=CC2N(O)N=NC=2C=1, predict the reaction product. The product is: [CH:39]1([C:42]([N:21]2[CH2:22][C:17]3[C:16]([N:23]4[CH2:28][CH2:27][O:26][CH2:25][C@@H:24]4[CH3:29])=[N:15][C:14]([C:11]4[CH:10]=[CH:9][C:8]([NH:7][C:5]([NH:4][CH:1]5[CH2:2][CH2:3]5)=[O:6])=[CH:13][CH:12]=4)=[N:19][C:18]=3[CH2:20]2)=[O:43])[CH2:41][CH2:40]1. (6) Given the reactants [F:1][CH2:2][CH2:3][NH:4][C:5]([C@@H:7]1[CH2:11][CH2:10][CH2:9][N:8]1[C:12](=[O:29])[CH2:13][O:14][C:15]1[N:19]([C:20]2[CH:25]=[CH:24][CH:23]=[CH:22][CH:21]=2)[N:18]=[C:17]([C:26](O)=[O:27])[CH:16]=1)=[O:6].CCN(C(C)C)C(C)C.CN(C(ON1N=NC2C=CC=NC1=2)=[N+](C)C)C.F[P-](F)(F)(F)(F)F.[NH2:63][C@H:64]([C:74]([O:76][CH3:77])=[O:75])[CH2:65][CH2:66][C:67](=[O:73])[O:68][C:69]([CH3:72])([CH3:71])[CH3:70].Cl, predict the reaction product. The product is: [CH3:77][O:76][C:74](=[O:75])[C@@H:64]([NH:63][C:26]([C:17]1[CH:16]=[C:15]([O:14][CH2:13][C:12]([N:8]2[CH2:9][CH2:10][CH2:11][C@H:7]2[C:5](=[O:6])[NH:4][CH2:3][CH2:2][F:1])=[O:29])[N:19]([C:20]2[CH:25]=[CH:24][CH:23]=[CH:22][CH:21]=2)[N:18]=1)=[O:27])[CH2:65][CH2:66][C:67]([O:68][C:69]([CH3:71])([CH3:72])[CH3:70])=[O:73]. (7) The product is: [CH2:23]([C:25]1[NH:29][C:28]([C:30]([NH:1][C@H:2]2[CH2:7][CH2:6][N:5]([C:8]3[CH:9]=[C:10]([CH:18]=[CH:19][CH:20]=3)[C:11]([O:13][C:14]([CH3:16])([CH3:17])[CH3:15])=[O:12])[CH2:4][C@H:3]2[O:21][CH3:22])=[O:31])=[N:27][C:26]=1[C:33]([F:35])([F:36])[F:34])[CH3:24]. Given the reactants [NH2:1][C@H:2]1[CH2:7][CH2:6][N:5]([C:8]2[CH:9]=[C:10]([CH:18]=[CH:19][CH:20]=2)[C:11]([O:13][C:14]([CH3:17])([CH3:16])[CH3:15])=[O:12])[CH2:4][C@H:3]1[O:21][CH3:22].[CH2:23]([C:25]1[NH:29][C:28]([C:30](O)=[O:31])=[N:27][C:26]=1[C:33]([F:36])([F:35])[F:34])[CH3:24].CCN=C=NCCCN(C)C.Cl.C1C=CC2N(O)N=NC=2C=1, predict the reaction product. (8) Given the reactants [C:1]1([C@H:7]([NH:9][C:10](=[O:45])[NH:11][C:12]2[N:17]=[CH:16][C:15]3[C:18]([NH:40][C:41](=[O:44])[O:42][CH3:43])=[N:19][N:20](C(C4C=CC=CC=4)(C4C=CC=CC=4)C4C=CC=CC=4)[C:14]=3[CH:13]=2)[CH3:8])[CH:6]=[CH:5][CH:4]=[CH:3][CH:2]=1.C([SiH](CC)CC)C.[C:53]([OH:59])([C:55]([F:58])([F:57])[F:56])=[O:54], predict the reaction product. The product is: [C:1]1([C@H:7]([NH:9][C:10](=[O:45])[NH:11][C:12]2[N:17]=[CH:16][C:15]3[C:18]([NH:40][C:41](=[O:44])[O:42][CH3:43])=[N:19][NH:20][C:14]=3[CH:13]=2)[CH3:8])[CH:6]=[CH:5][CH:4]=[CH:3][CH:2]=1.[C:53]([OH:59])([C:55]([F:58])([F:57])[F:56])=[O:54].